This data is from Full USPTO retrosynthesis dataset with 1.9M reactions from patents (1976-2016). The task is: Predict the reactants needed to synthesize the given product. (1) Given the product [C:1]([O:5][C:6]([N:8]([CH3:16])[CH2:9][CH2:10][CH2:11][CH2:12][C:13]([O:15][CH2:35][C@H:33]1[O:32][N:31]=[C:30]([C:27]2[CH:28]=[CH:29][C:24]([C:23]3[CH:22]=[CH:21][C:20]([N:37]4[CH2:41][C@H:40]([CH2:42][N:43]5[CH:47]=[CH:46][N:45]=[N:44]5)[O:39][C:38]4=[O:48])=[CH:19][C:18]=3[F:17])=[CH:25][N:26]=2)[CH2:34]1)=[O:14])=[O:7])([CH3:4])([CH3:3])[CH3:2], predict the reactants needed to synthesize it. The reactants are: [C:1]([O:5][C:6]([N:8]([CH3:16])[CH2:9][CH2:10][CH2:11][CH2:12][C:13]([OH:15])=[O:14])=[O:7])([CH3:4])([CH3:3])[CH3:2].[F:17][C:18]1[CH:19]=[C:20]([N:37]2[CH2:41][C@H:40]([CH2:42][N:43]3[CH:47]=[CH:46][N:45]=[N:44]3)[O:39][C:38]2=[O:48])[CH:21]=[CH:22][C:23]=1[C:24]1[CH:25]=[N:26][C:27]([C:30]2[CH2:34][C@@H:33]([CH2:35]O)[O:32][N:31]=2)=[CH:28][CH:29]=1.Cl.CN(C)CCCN=C=NCC. (2) Given the product [CH:1]1([CH2:4][O:5][CH2:6][C:7]([NH:10][C:11]2[N:16]=[N:15][C:14]([N:17]3[CH2:18][CH2:19][N:20]([C:23](=[O:24])[C:25]4[CH:30]=[CH:29][CH:28]=[CH:27][C:26]=4[C:31]([F:34])([F:33])[F:32])[CH2:21][CH2:22]3)=[CH:13][CH:12]=2)=[O:9])[CH2:2][CH2:3]1, predict the reactants needed to synthesize it. The reactants are: [CH:1]1([CH2:4][O:5][CH2:6][C:7]([OH:9])=O)[CH2:3][CH2:2]1.[NH2:10][C:11]1[N:16]=[N:15][C:14]([N:17]2[CH2:22][CH2:21][N:20]([C:23]([C:25]3[CH:30]=[CH:29][CH:28]=[CH:27][C:26]=3[C:31]([F:34])([F:33])[F:32])=[O:24])[CH2:19][CH2:18]2)=[CH:13][CH:12]=1. (3) Given the product [CH3:17][C:8]1([C:13]2[CH:12]=[CH:11][CH:10]=[CH:22][N:21]=2)[NH:7][C:6]2[CH:14]=[CH:15][CH:3]=[CH:4][C:5]=2[NH:16]1, predict the reactants needed to synthesize it. The reactants are: CO[C:3]1[CH:15]=[CH:14][C:6]([NH:7][C:8]2[CH:13]=[CH:12][CH:11]=[CH:10]N=2)=[C:5]([NH2:16])[CH:4]=1.[C:17](Cl)(=O)C.[N:21]1C=CC=C[C:22]=1N1C2C=CC=CC=2N=C1/C=C/C1C=CC=CC=1. (4) Given the product [Cl:1][C:2]1[CH:7]=[CH:6][C:5]([S:28]([C:19]2[CH:18]=[CH:27][CH:26]=[CH:25][C:20]=2[CH:21]=[O:23])(=[O:31])=[O:29])=[CH:4][CH:3]=1, predict the reactants needed to synthesize it. The reactants are: [Cl:1][C:2]1[CH:7]=[CH:6][C:5](SC2C=CC=CC=2C=O)=[CH:4][CH:3]=1.Cl[C:18]1[CH:19]=[C:20]([CH:25]=[CH:26][CH:27]=1)[C:21]([O:23]O)=O.[S:28](S([O-])=O)([O-:31])(=O)=[O:29].[Na+].[Na+]. (5) Given the product [C:4]([CH2:5][O:6][C:7]1[C:11]2=[N:12][CH:13]=[CH:14][CH:15]=[C:10]2[S:9][C:8]=1[C:16]([OH:18])=[O:17])([OH:21])=[O:3], predict the reactants needed to synthesize it. The reactants are: C([O:3][C:4](=[O:21])[CH2:5][O:6][C:7]1[C:11]2=[N:12][CH:13]=[CH:14][CH:15]=[C:10]2[S:9][C:8]=1[C:16]([O:18]CC)=[O:17])C.O.[OH-].[Li+]. (6) The reactants are: [Cl:1][C:2]1[CH:3]=[C:4]([C:17]2[N:21]([CH2:22][O:23][CH2:24][CH2:25][Si:26]([CH3:29])([CH3:28])[CH3:27])[C:20]3[CH:30]=[C:31](C=O)[CH:32]=[CH:33][C:19]=3[N:18]=2)[C:5](=[O:16])[N:6]([CH2:8][O:9][CH2:10][CH2:11][Si:12]([CH3:15])([CH3:14])[CH3:13])[N:7]=1.[CH3:36][N:37]1[CH2:42][CH2:41][NH:40][CH2:39][CH2:38]1.[C:43](O[BH-](OC(=O)C)OC(=O)C)(=O)C.[Na+].C([O-])(O)=O.[Na+].C(=O)=O. Given the product [Cl:1][C:2]1[CH:3]=[C:4]([C:17]2[N:21]([CH2:22][O:23][CH2:24][CH2:25][Si:26]([CH3:28])([CH3:27])[CH3:29])[C:20]3[CH:30]=[C:31]([CH2:36][N:37]4[CH2:42][CH2:41][N:40]([CH3:43])[CH2:39][CH2:38]4)[CH:32]=[CH:33][C:19]=3[N:18]=2)[C:5](=[O:16])[N:6]([CH2:8][O:9][CH2:10][CH2:11][Si:12]([CH3:14])([CH3:15])[CH3:13])[N:7]=1, predict the reactants needed to synthesize it. (7) Given the product [CH2:25]([O:29][C:6](=[O:40])[NH:3][C:35]1[CH:34]=[N:33][CH:32]=[C:31]([Br:30])[CH:39]=1)[C:16]1[CH:17]=[CH:18][CH:19]=[CH:20][CH:21]=1, predict the reactants needed to synthesize it. The reactants are: C([N:3]([CH2:6]C)CC)C.[CH:16]1[CH:21]=[CH:20][C:19](P(N=[N+]=[N-])([C:16]2[CH:17]=[CH:18][CH:19]=[CH:20][CH:21]=2)=O)=[CH:18][CH:17]=1.[C:25]([OH:29])(C)(C)C.[Br:30][C:31]1[CH:32]=[N:33][CH:34]=[C:35]([CH:39]=1)C(O)=O.[OH2:40]. (8) Given the product [Br:14][C:15]1[CH:16]=[C:17]([N+:22]([O-:24])=[O:23])[C:18]([CH3:3])=[N:19][CH:20]=1, predict the reactants needed to synthesize it. The reactants are: [H-].[Na+].[C:3](OCC)(=O)CC(OCC)=O.[Br:14][C:15]1[CH:16]=[C:17]([N+:22]([O-:24])=[O:23])[C:18](Cl)=[N:19][CH:20]=1.[NH4+].[Cl-].